This data is from Peptide-MHC class I binding affinity with 185,985 pairs from IEDB/IMGT. The task is: Regression. Given a peptide amino acid sequence and an MHC pseudo amino acid sequence, predict their binding affinity value. This is MHC class I binding data. (1) The peptide sequence is ITKGLGISYGR. The MHC is HLA-B44:02 with pseudo-sequence HLA-B44:02. The binding affinity (normalized) is 0. (2) The binding affinity (normalized) is 0.0847. The MHC is HLA-C04:01 with pseudo-sequence HLA-C04:01. The peptide sequence is FLLPILSQIYT. (3) The binding affinity (normalized) is 0.535. The peptide sequence is RQVCHTTVPW. The MHC is Mamu-B52 with pseudo-sequence Mamu-B52. (4) The peptide sequence is ETKKTMLAL. The MHC is HLA-A02:12 with pseudo-sequence HLA-A02:12. The binding affinity (normalized) is 0.0847.